This data is from Reaction yield outcomes from USPTO patents with 853,638 reactions. The task is: Predict the reaction yield, written as a fraction of the theoretical maximum amount of product (1.0 means a 100% yield; for example, 0.34 means a 34% yield). (1) The reactants are [C:1]([C:3]1[C:4]([C:21]([F:24])([F:23])[F:22])=[C:5]2[C:9](=[CH:10][CH:11]=1)[N:8]([CH2:12]/[C:13](=[N:16]/[H])/[NH:14][OH:15])[C:7]([CH2:18][CH2:19][CH3:20])=[CH:6]2)#[N:2].[C:25]([C:27]1[CH:28]=[C:29]([CH:33]=[CH:34][CH:35]=1)[C:30](Cl)=O)#[N:26].C(N(CC)C(C)C)(C)C. The catalyst is C(#N)C. The product is [C:25]([C:27]1[CH:28]=[C:29]([C:30]2[O:15][N:14]=[C:13]([CH2:12][N:8]3[C:9]4[C:5](=[C:4]([C:21]([F:24])([F:23])[F:22])[C:3]([C:1]#[N:2])=[CH:11][CH:10]=4)[CH:6]=[C:7]3[CH2:18][CH2:19][CH3:20])[N:16]=2)[CH:33]=[CH:34][CH:35]=1)#[N:26]. The yield is 0.590. (2) The reactants are Br[CH2:2][C:3]([C:5]1[C:10]([CH3:11])=[CH:9][C:8]([O:12][C:13]2[N:18]=[CH:17][C:16]([O:19][CH3:20])=[CH:15][N:14]=2)=[CH:7][C:6]=1[CH3:21])=O.[NH2:22][C:23]([NH2:25])=[S:24]. The catalyst is CCO. The product is [CH3:20][O:19][C:16]1[CH:15]=[N:14][C:13]([O:12][C:8]2[CH:9]=[C:10]([CH3:11])[C:5]([C:3]3[N:22]=[C:23]([NH2:25])[S:24][CH:2]=3)=[C:6]([CH3:21])[CH:7]=2)=[N:18][CH:17]=1. The yield is 0.860. (3) The reactants are [CH:1]([OH:4])([CH3:3])[CH3:2].[H-].[Na+].F[C:8]1[CH:13]=[CH:12][C:11]([Br:14])=[CH:10][N:9]=1. The catalyst is CN(C)C=O.CCOCC. The product is [Br:14][C:11]1[CH:12]=[CH:13][C:8]([O:4][CH:1]([CH3:3])[CH3:2])=[N:9][CH:10]=1. The yield is 0.920. (4) The reactants are Br[C:2]1[CH:10]=[CH:9][C:5]2[CH2:6][CH2:7][O:8][C:4]=2[CH:3]=1.[Li]CCCC.CN([CH:19]=[O:20])C. The catalyst is C1COCC1.CCCCCC. The product is [O:8]1[C:4]2[CH:3]=[C:2]([CH:19]=[O:20])[CH:10]=[CH:9][C:5]=2[CH2:6][CH2:7]1. The yield is 0.790. (5) The reactants are [Br:1][C:2]1[N:3]=[C:4]([CH:8]2[CH2:10][CH2:9]2)[NH:5][C:6]=1[Br:7].[H-].[Na+].[CH3:13][Si:14]([CH3:21])([CH3:20])[CH2:15][CH2:16][O:17][CH2:18]Cl. The catalyst is C1COCC1. The product is [Br:1][C:2]1[N:3]=[C:4]([CH:8]2[CH2:10][CH2:9]2)[N:5]([CH2:18][O:17][CH2:16][CH2:15][Si:14]([CH3:21])([CH3:20])[CH3:13])[C:6]=1[Br:7]. The yield is 0.880. (6) The reactants are Br[C:2]1([CH:9]=[CH:8][CH:7]=[CH:6][CH2:5]1)[CH:3]=[CH2:4].[Li]C(C)(C)C.[I:15][C:16]1[C:24]2[C:19](=[CH:20][C:21](I)=[CH:22][CH:23]=2)[N:18]([CH2:26][O:27][CH2:28][CH2:29][Si:30]([CH3:33])([CH3:32])[CH3:31])[N:17]=1. The catalyst is C1COCC1.[Cl-].[Zn+2].[Cl-].C1C=CC([P]([Pd]([P](C2C=CC=CC=2)(C2C=CC=CC=2)C2C=CC=CC=2)([P](C2C=CC=CC=2)(C2C=CC=CC=2)C2C=CC=CC=2)[P](C2C=CC=CC=2)(C2C=CC=CC=2)C2C=CC=CC=2)(C2C=CC=CC=2)C2C=CC=CC=2)=CC=1. The product is [I:15][C:16]1[C:24]2[C:19](=[CH:20][C:21]([C:3]([C:2]3[CH:9]=[CH:8][CH:7]=[CH:6][CH:5]=3)=[CH2:4])=[CH:22][CH:23]=2)[N:18]([CH2:26][O:27][CH2:28][CH2:29][Si:30]([CH3:33])([CH3:32])[CH3:31])[N:17]=1. The yield is 0.700.